Dataset: Full USPTO retrosynthesis dataset with 1.9M reactions from patents (1976-2016). Task: Predict the reactants needed to synthesize the given product. (1) The reactants are: [CH2:1]([N:3]([CH2:30][CH3:31])[CH2:4][CH2:5][O:6][C:7]1[CH:8]=[C:9](NC2N=CC(C3C=CC(OC)=CC=3)=CN=2)[CH:10]=[CH:11][C:12]=1OC)[CH3:2].COC1C=CC([NH:40][C:41]2[N:46]=[CH:45][C:44]([C:47]3[CH:52]=[CH:51][C:50]([O:53][CH3:54])=[CH:49][CH:48]=3)=[CH:43][N:42]=2)=CC=1O.[C:56]([O-])([O-])=[O:57].[Cs+].[Cs+].ClCCN(CC)CC. Given the product [CH2:30]([N:3]([CH2:4][CH2:5][O:6][C:7]1[CH:8]=[C:9]([O:57][CH3:56])[CH:10]=[CH:11][C:12]=1[N:42]1[CH:43]=[C:44]([C:47]2[CH:48]=[CH:49][C:50]([O:53][CH3:54])=[CH:51][CH:52]=2)[CH:45]=[N:46][CH:41]1[NH2:40])[CH2:1][CH3:2])[CH3:31], predict the reactants needed to synthesize it. (2) Given the product [F:1][C:2]1[CH:7]=[C:6]([I:8])[CH:5]=[CH:4][C:3]=1[NH:9][C:10]1[C:11]([NH:21][S:22]([CH:25]2[CH2:28][CH:27]([OH:29])[CH2:26]2)(=[O:23])=[O:24])=[C:12]2[O:20][CH2:19][CH2:18][N:13]2[C:14](=[O:17])[C:15]=1[CH3:16], predict the reactants needed to synthesize it. The reactants are: [F:1][C:2]1[CH:7]=[C:6]([I:8])[CH:5]=[CH:4][C:3]=1[NH:9][C:10]1[C:11]([NH:21][S:22]([CH:25]2[CH2:28][CH:27]([O:29]CC3C=CC=CC=3)[CH2:26]2)(=[O:24])=[O:23])=[C:12]2[O:20][CH2:19][CH2:18][N:13]2[C:14](=[O:17])[C:15]=1[CH3:16].B(Cl)(Cl)Cl. (3) Given the product [O:1]1[C:5]2[CH:6]=[CH:7][C:8]([CH2:10][CH2:11][O:12][CH2:13][CH2:14][N:16]3[CH2:20][CH2:19][CH:18]([OH:21])[CH2:17]3)=[CH:9][C:4]=2[CH:3]=[CH:2]1, predict the reactants needed to synthesize it. The reactants are: [O:1]1[C:5]2[CH:6]=[CH:7][C:8]([CH2:10][CH2:11][O:12][CH2:13][C:14]([N:16]3[CH2:20][CH2:19][CH:18]([OH:21])[CH2:17]3)=O)=[CH:9][C:4]=2[CH:3]=[CH:2]1.Cl.O.[OH-].[Na+]. (4) Given the product [CH3:11][O:10][CH2:9][O:8][C:7]1[C:2]([N:18]([C:19]2[CH:20]=[CH:21][CH:22]=[CH:23][CH:24]=2)[C:12]2[CH:17]=[CH:16][CH:15]=[CH:14][CH:13]=2)=[N:3][CH:4]=[CH:5][CH:6]=1, predict the reactants needed to synthesize it. The reactants are: Br[C:2]1[C:7]([O:8][CH2:9][O:10][CH3:11])=[CH:6][CH:5]=[CH:4][N:3]=1.[C:12]1([NH:18][C:19]2[CH:24]=[CH:23][CH:22]=[CH:21][CH:20]=2)[CH:17]=[CH:16][CH:15]=[CH:14][CH:13]=1.C(O[Na])CCC. (5) Given the product [CH:15]1([C:13]#[C:14][C:8]([C:7]2[CH:11]=[CH:12][C:4]([N+:1]([O-:3])=[O:2])=[CH:5][CH:6]=2)=[O:9])[CH2:17][CH2:16]1, predict the reactants needed to synthesize it. The reactants are: [N+:1]([C:4]1[CH:12]=[CH:11][C:7]([C:8](Cl)=[O:9])=[CH:6][CH:5]=1)([O-:3])=[O:2].[C:13]([CH:15]1[CH2:17][CH2:16]1)#[CH:14].C(N(CC)CC)C.